This data is from Forward reaction prediction with 1.9M reactions from USPTO patents (1976-2016). The task is: Predict the product of the given reaction. (1) Given the reactants [Cl:1][C:2]1[C:7]([F:8])=[CH:6][N:5]=[C:4]([C:9](OCC)=[O:10])[C:3]=1[F:14].CC(C[AlH]CC(C)C)C.Cl.C([O-])(O)=O.[Na+], predict the reaction product. The product is: [Cl:1][C:2]1[C:7]([F:8])=[CH:6][N:5]=[C:4]([CH:9]=[O:10])[C:3]=1[F:14]. (2) Given the reactants [H-].[H-].[H-].[H-].[Li+].[Al+3].[CH3:7][C:8]1[CH:9]=[C:10]([NH:14][C:15]2[S:16][C:17]([CH2:26][CH2:27][C:28](O)=[O:29])=[C:18]([C:20]3[CH:25]=[CH:24][N:23]=[CH:22][CH:21]=3)[N:19]=2)[CH:11]=[CH:12][CH:13]=1.O.Cl, predict the reaction product. The product is: [CH3:7][C:8]1[CH:9]=[C:10]([NH:14][C:15]2[S:16][C:17]([CH2:26][CH2:27][CH2:28][OH:29])=[C:18]([C:20]3[CH:25]=[CH:24][N:23]=[CH:22][CH:21]=3)[N:19]=2)[CH:11]=[CH:12][CH:13]=1. (3) Given the reactants [N+:1]1([O-:14])[CH:2]=[CH:3][CH:4]=[C:5]2[C:13]3[C:8](=[CH:9][CH:10]=[CH:11][CH:12]=3)[NH:7][C:6]=12.OO.[CH3:17]C(O)=O, predict the reaction product. The product is: [CH3:17][C:10]1[CH:9]=[C:8]2[C:13]([C:5]3[C:6](=[N+:1]([O-:14])[CH:2]=[CH:3][CH:4]=3)[NH:7]2)=[CH:12][CH:11]=1. (4) Given the reactants [Br:1][C:2]1[CH:3]=[C:4]([C:8]([NH:12][C:13](=[O:16])[CH2:14]Cl)([CH3:11])[CH2:9][OH:10])[CH:5]=[CH:6][CH:7]=1.[K].CCSC(N(CC(C)C)CC(C)C)=O.CO, predict the reaction product. The product is: [Br:1][C:2]1[CH:3]=[C:4]([C:8]2([CH3:11])[NH:12][C:13](=[O:16])[CH2:14][O:10][CH2:9]2)[CH:5]=[CH:6][CH:7]=1. (5) Given the reactants [NH2:1][N:2]1[C:10]2([C:23]3[CH:22]=[CH:21][C:20]([N:24]([CH2:27][CH3:28])[CH2:25][CH3:26])=[CH:19][C:18]=3[O:17][C:16]3[C:11]2=[CH:12][CH:13]=[C:14]([N:29]([CH2:32][CH3:33])[CH2:30][CH3:31])[CH:15]=3)[C:9]2[C:4](=[CH:5][CH:6]=[CH:7][CH:8]=2)[C:3]1=[O:34].[C:35]([NH:42][C:43](=[N:46][C:47]([O:49][C:50]([CH3:53])([CH3:52])[CH3:51])=[O:48])SC)([O:37][C:38]([CH3:41])([CH3:40])[CH3:39])=[O:36].C(N(CC)CC)C, predict the reaction product. The product is: [C:38]([O:37][C:35](=[O:36])/[N:42]=[C:43](/[NH:1][N:2]1[C:10]2([C:23]3[CH:22]=[CH:21][C:20]([N:24]([CH2:25][CH3:26])[CH2:27][CH3:28])=[CH:19][C:18]=3[O:17][C:16]3[C:11]2=[CH:12][CH:13]=[C:14]([N:29]([CH2:30][CH3:31])[CH2:32][CH3:33])[CH:15]=3)[C:9]2[C:4](=[CH:5][CH:6]=[CH:7][CH:8]=2)[C:3]1=[O:34])\[NH:46][C:47]([O:49][C:50]([CH3:53])([CH3:52])[CH3:51])=[O:48])([CH3:41])([CH3:40])[CH3:39]. (6) Given the reactants C(=O)([O-])[O-].[Cs+].[Cs+].I[C:8]1[CH:15]=[CH:14][C:11]([CH2:12][OH:13])=[CH:10][CH:9]=1.[C:16]([C:19]1[CH:24]=[CH:23][C:22]([NH:25][C:26](=[O:29])[C:27]#[CH:28])=[CH:21][CH:20]=1)#[C:17][CH3:18], predict the reaction product. The product is: [C:16]([C:19]1[CH:24]=[CH:23][C:22]([NH:25][C:26](=[O:29])[C:27]#[C:28][C:8]2[CH:15]=[CH:14][C:11]([CH2:12][OH:13])=[CH:10][CH:9]=2)=[CH:21][CH:20]=1)#[C:17][CH3:18]. (7) Given the reactants [CH3:1][O:2][C:3]1[CH:4]=[C:5]([CH:8]=[CH:9][C:10]=1[CH2:11][CH3:12])[C:6]#[N:7].[H-].[H-].[H-].[H-].[Li+].[Al+3].[ClH:19].CCOCC, predict the reaction product. The product is: [CH3:1][O:2][C:3]1[CH:4]=[C:5]([CH:8]=[CH:9][C:10]=1[CH2:11][CH3:12])[CH2:6][NH2:7].[ClH:19].